This data is from HIV replication inhibition screening data with 41,000+ compounds from the AIDS Antiviral Screen. The task is: Binary Classification. Given a drug SMILES string, predict its activity (active/inactive) in a high-throughput screening assay against a specified biological target. (1) The drug is Cc1ccc(S(=O)(=O)CC2CCCn3c2c(C#N)c2ccccc23)cc1. The result is 0 (inactive). (2) The molecule is c1ccc(C2=NOC3COc4ccccc4OCC23)cc1. The result is 0 (inactive). (3) The compound is N=c1[nH]nc2nc(CC(=O)C=Cc3ccccc3)c(=O)[nH]n12. The result is 0 (inactive). (4) The compound is O=C(C(=CNC(=S)NCc1ccccc1)C(=O)c1ccccc1)c1ccccc1. The result is 0 (inactive). (5) The compound is CC1=CC(=O)C(=CNC(N)=S)C(=O)O1. The result is 0 (inactive).